Dataset: Peptide-MHC class I binding affinity with 185,985 pairs from IEDB/IMGT. Task: Regression. Given a peptide amino acid sequence and an MHC pseudo amino acid sequence, predict their binding affinity value. This is MHC class I binding data. (1) The binding affinity (normalized) is 0.453. The MHC is HLA-B08:01 with pseudo-sequence HLA-B08:01. The peptide sequence is APRRRDEEL. (2) The peptide sequence is RSLYNTVATLY. The MHC is HLA-B53:01 with pseudo-sequence HLA-B53:01. The binding affinity (normalized) is 0.